From a dataset of Full USPTO retrosynthesis dataset with 1.9M reactions from patents (1976-2016). Predict the reactants needed to synthesize the given product. The reactants are: [CH3:1][C:2]([O:5][C:6]([NH:8][C:9]([O:11][C:12]([CH3:15])([CH3:14])[CH3:13])=[O:10])=[O:7])([CH3:4])[CH3:3].C(=O)([O-])[O-].[Cs+].[Cs+].Br[CH2:23][CH2:24][CH:25]=[CH2:26]. Given the product [CH2:26]([N:8]([C:9]([O:11][C:12]([CH3:15])([CH3:14])[CH3:13])=[O:10])[C:6]([O:5][C:2]([CH3:1])([CH3:3])[CH3:4])=[O:7])[CH2:25][CH:24]=[CH2:23], predict the reactants needed to synthesize it.